Dataset: Forward reaction prediction with 1.9M reactions from USPTO patents (1976-2016). Task: Predict the product of the given reaction. Given the reactants [C:1]([C:3]1[CH:11]=[C:10]2[C:6]([C:7](/[CH:12]=[CH:13]/[C:14]([O:16][CH2:17][CH3:18])=[O:15])=[CH:8][NH:9]2)=[CH:5][C:4]=1[F:19])#[N:2], predict the reaction product. The product is: [C:1]([C:3]1[CH:11]=[C:10]2[C:6]([C:7]([CH2:12][CH2:13][C:14]([O:16][CH2:17][CH3:18])=[O:15])=[CH:8][NH:9]2)=[CH:5][C:4]=1[F:19])#[N:2].